Dataset: Catalyst prediction with 721,799 reactions and 888 catalyst types from USPTO. Task: Predict which catalyst facilitates the given reaction. (1) Reactant: [CH2:1]1[NH:6][CH2:5][CH2:4][N:3]2[C@@H:7]([CH2:10][OH:11])[CH2:8][CH2:9][C@@H:2]12.[CH3:12][C:13]([O:16][C:17](O[C:17]([O:16][C:13]([CH3:15])([CH3:14])[CH3:12])=[O:18])=[O:18])([CH3:15])[CH3:14].C([O-])([O-])=O.[Na+].[Na+]. Product: [OH:11][CH2:10][C@@H:7]1[N:3]2[CH2:4][CH2:5][N:6]([C:17]([O:16][C:13]([CH3:15])([CH3:14])[CH3:12])=[O:18])[CH2:1][C@@H:2]2[CH2:9][CH2:8]1. The catalyst class is: 23. (2) The catalyst class is: 202. Reactant: [NH2:1][C:2]1[CH:3]=[C:4]([C@@H:9]([O:39][Si](CC)(CC)CC)[CH2:10][N:11](C(OC(C)(C)C)=O)[CH2:12][CH2:13][O:14][C:15]2[CH:23]=[C:22]3[C:18]([C:19]([CH3:31])=[N:20][N:21]3C(OC(C)(C)C)=O)=[CH:17][CH:16]=2)[CH:5]=[CH:6][C:7]=1[Cl:8].C(Cl)Cl.NC1C=C([C@@H](O[Si](CC)(CC)CC)CN(C(OC(C)(C)C)=O)CCOC2C=C3C(C(C)=NN3C(OC(C)(C)C)=O)=CC=2)C=CC=1Cl.[C:96]1([S:102](Cl)(=[O:104])=[O:103])[CH:101]=[CH:100][CH:99]=[CH:98][CH:97]=1.C(Cl)Cl.C(O)C(N)(CO)CO. Product: [Cl:8][C:7]1[CH:6]=[CH:5][C:4]([C@@H:9]([OH:39])[CH2:10][NH:11][CH2:12][CH2:13][O:14][C:15]2[CH:23]=[C:22]3[C:18]([C:19]([CH3:31])=[N:20][NH:21]3)=[CH:17][CH:16]=2)=[CH:3][C:2]=1[NH:1][S:102]([C:96]1[CH:101]=[CH:100][CH:99]=[CH:98][CH:97]=1)(=[O:104])=[O:103].[ClH:8]. (3) Reactant: [Cl:1][C:2]1[CH:7]=[CH:6][CH:5]=[C:4]([Cl:8])[C:3]=1[NH:9][C:10]1[CH:15]=[CH:14][CH:13]=[CH:12][C:11]=1[CH2:16][C:17]([O:19][C:20]1[CH:42]=[CH:41][C:23]([C:24]([O:26][CH2:27][C:28]2([CH3:40])[CH2:33][O:32]C(C3C=CC=CC=3)[O:30][CH2:29]2)=[O:25])=[CH:22][CH:21]=1)=[O:18]. Product: [Cl:1][C:2]1[CH:7]=[CH:6][CH:5]=[C:4]([Cl:8])[C:3]=1[NH:9][C:10]1[CH:15]=[CH:14][CH:13]=[CH:12][C:11]=1[CH2:16][C:17]([O:19][C:20]1[CH:21]=[CH:22][C:23]([C:24]([O:26][CH2:27][C:28]([CH2:33][OH:32])([CH3:40])[CH2:29][OH:30])=[O:25])=[CH:41][CH:42]=1)=[O:18]. The catalyst class is: 99. (4) Reactant: C([C@:3]([C:17]1[CH:18]=[N:19][C:20]([Cl:23])=[CH:21][CH:22]=1)([OH:16])[CH2:4][NH:5][CH2:6][CH2:7][CH2:8][C:9]1[CH:14]=[CH:13][C:12]([I:15])=[CH:11][CH:10]=1)C.[C:24](O[C:24]([O:26][C:27]([CH3:30])([CH3:29])[CH3:28])=[O:25])([O:26][C:27]([CH3:30])([CH3:29])[CH3:28])=[O:25]. The catalyst class is: 7. Product: [Cl:23][C:20]1[N:19]=[CH:18][C:17]([C@@H:3]([OH:16])[CH2:4][N:5]([CH2:6][CH2:7][CH2:8][C:9]2[CH:10]=[CH:11][C:12]([I:15])=[CH:13][CH:14]=2)[C:24](=[O:25])[O:26][C:27]([CH3:30])([CH3:29])[CH3:28])=[CH:22][CH:21]=1. (5) Reactant: [Br:1][C:2]1[CH:7]=[CH:6][C:5]([CH:8](O)[C:9]2[CH:21]=[CH:20][C:12]([C:13]([N:15]([CH2:18][CH3:19])[CH2:16][CH3:17])=[O:14])=[CH:11][CH:10]=2)=[CH:4][CH:3]=1.S(Br)([Br:25])=O. Product: [Br:25][CH:8]([C:5]1[CH:6]=[CH:7][C:2]([Br:1])=[CH:3][CH:4]=1)[C:9]1[CH:21]=[CH:20][C:12]([C:13]([N:15]([CH2:18][CH3:19])[CH2:16][CH3:17])=[O:14])=[CH:11][CH:10]=1. The catalyst class is: 4. (6) Reactant: [NH2:1][CH2:2][CH2:3][CH2:4][CH2:5][OH:6].[CH2:7]=[C:8]1[O:12][C:10](=[O:11])[CH2:9]1. Product: [OH:6][CH2:5][CH2:4][CH2:3][CH2:2][NH:1][C:10](=[O:11])[CH2:9][C:8](=[O:12])[CH3:7]. The catalyst class is: 7. (7) Reactant: [Cl:1][C:2]1[CH:3]=[C:4]([C:9]2([C:22]([F:25])([F:24])[F:23])[O:13][N:12]=[C:11]([C:14]3[CH:15]=[CH:16][C:17]([Cl:21])=[C:18]([CH:20]=3)[NH2:19])[CH2:10]2)[CH:5]=[C:6]([Cl:8])[CH:7]=1.C(N(CC)CC)C.[F:33][C:34]([F:45])([F:44])[C:35](O[C:35](=[O:36])[C:34]([F:45])([F:44])[F:33])=[O:36].COC(C)(C)C. Product: [Cl:21][C:17]1[CH:16]=[CH:15][C:14]([C:11]2[CH2:10][C:9]([C:4]3[CH:5]=[C:6]([Cl:8])[CH:7]=[C:2]([Cl:1])[CH:3]=3)([C:22]([F:24])([F:23])[F:25])[O:13][N:12]=2)=[CH:20][C:18]=1[NH:19][C:35](=[O:36])[C:34]([F:45])([F:44])[F:33]. The catalyst class is: 54.